Dataset: Catalyst prediction with 721,799 reactions and 888 catalyst types from USPTO. Task: Predict which catalyst facilitates the given reaction. (1) Reactant: CC(C)([O-])C.[K+].[C:7]([CH2:9]P(=O)(OCC)OCC)#[N:8].[Si:18]([O:35][CH:36]1[CH2:39][C:38](=O)[CH2:37]1)([C:31]([CH3:34])([CH3:33])[CH3:32])([C:25]1[CH:30]=[CH:29][CH:28]=[CH:27][CH:26]=1)[C:19]1[CH:24]=[CH:23][CH:22]=[CH:21][CH:20]=1. Product: [Si:18]([O:35][CH:36]1[CH2:37][C:38](=[CH:9][C:7]#[N:8])[CH2:39]1)([C:31]([CH3:33])([CH3:34])[CH3:32])([C:25]1[CH:26]=[CH:27][CH:28]=[CH:29][CH:30]=1)[C:19]1[CH:24]=[CH:23][CH:22]=[CH:21][CH:20]=1. The catalyst class is: 1. (2) Reactant: [C:1](=[S:12])([S:7][CH2:8][C:9]([OH:11])=O)SCC(O)=O.C(=O)([O-])[O-].[K+].[K+].[CH3:19][C:20]1[CH:27]=[CH:26][C:23]([CH2:24][NH2:25])=[CH:22][CH:21]=1. Product: [CH3:19][C:20]1[CH:27]=[CH:26][C:23]([CH2:24][N:25]2[C:9](=[O:11])[CH2:8][S:7][C:1]2=[S:12])=[CH:22][CH:21]=1. The catalyst class is: 6. (3) Reactant: CC1(C)C(C)(C)OB([C:9]2[CH2:10][CH2:11][N:12]([C:15]([O:17][C:18]([CH3:21])([CH3:20])[CH3:19])=[O:16])[CH2:13][CH:14]=2)O1.Br[C:24]1[CH:25]=[CH:26][C:27]([F:34])=[C:28]([CH:33]=1)[C:29]([O:31][CH3:32])=[O:30]. Product: [F:34][C:27]1[CH:26]=[CH:25][C:24]([C:9]2[CH2:10][CH2:11][N:12]([C:15]([O:17][C:18]([CH3:19])([CH3:20])[CH3:21])=[O:16])[CH2:13][CH:14]=2)=[CH:33][C:28]=1[C:29]([O:31][CH3:32])=[O:30]. The catalyst class is: 2.